This data is from Forward reaction prediction with 1.9M reactions from USPTO patents (1976-2016). The task is: Predict the product of the given reaction. (1) Given the reactants [N:1]1[CH:6]=[CH:5][CH:4]=[CH:3][C:2]=1[CH2:7][O:8][CH2:9][C:10]1[CH:11]=[C:12]([N:16]2[C:20]3[CH:21]=[CH:22][C:23]([CH2:25][OH:26])=[CH:24][C:19]=3[N:18]=[CH:17]2)[CH:13]=[CH:14][CH:15]=1.N#N.CC(OI1(OC(C)=O)(OC(C)=O)OC(=O)C2C=CC=CC1=2)=O, predict the reaction product. The product is: [N:1]1[CH:6]=[CH:5][CH:4]=[CH:3][C:2]=1[CH2:7][O:8][CH2:9][C:10]1[CH:11]=[C:12]([N:16]2[C:20]3[CH:21]=[CH:22][C:23]([CH:25]=[O:26])=[CH:24][C:19]=3[N:18]=[CH:17]2)[CH:13]=[CH:14][CH:15]=1. (2) Given the reactants [OH:1][CH:2]1[CH2:7][CH2:6][O:5][CH:4]([C:8]2[CH:17]=[CH:16][CH:15]=[CH:14][C:9]=2[C:10]([O:12][CH3:13])=[O:11])[CH2:3]1.CC(OI1(OC(C)=O)(OC(C)=O)OC(=O)C2C=CC=CC1=2)=O, predict the reaction product. The product is: [O:1]=[C:2]1[CH2:7][CH2:6][O:5][CH:4]([C:8]2[CH:17]=[CH:16][CH:15]=[CH:14][C:9]=2[C:10]([O:12][CH3:13])=[O:11])[CH2:3]1. (3) The product is: [N:1]([CH2:4][CH2:5][P:6](=[O:7])([OH:13])[OH:10])=[N+:2]=[N-:3]. Given the reactants [N:1]([CH2:4][CH2:5][P:6](=[O:13])([O:10]CC)[O:7]CC)=[N+:2]=[N-:3].C[Si](C)(C)Br, predict the reaction product. (4) Given the reactants [C:1]([C:5]([O:7]CC)=O)([F:4])([F:3])[F:2].O.[NH2:11][CH2:12][CH2:13][CH2:14][N:15]([CH3:32])[CH2:16][CH2:17][CH2:18][NH:19][C:20]1[N:21]=[N+:22]([O-:31])[C:23]2[CH:29]=[CH:28][C:27](C)=[CH:26][C:24]=2[N:25]=1.[CH3:33]C#N, predict the reaction product. The product is: [F:4][C:1]([F:2])([F:3])[C:5]([NH:11][CH2:12][CH2:13][CH2:14][N:15]([CH3:32])[CH2:16][CH2:17][CH2:18][NH:19][C:20]1[N:21]=[N+:22]([O-:31])[C:23]2[CH:29]=[C:28]([CH3:33])[CH:27]=[CH:26][C:24]=2[N:25]=1)=[O:7]. (5) Given the reactants [F:1][C:2]1[CH:7]=[C:6]([C:8]2[C:16]([C:17]3[CH:22]=[CH:21][N:20]=[C:19](S(C)=O)[N:18]=3)=[C:11]3[CH:12]=[CH:13][CH:14]=[CH:15][N:10]3[N:9]=2)[CH:5]=[CH:4][N:3]=1.[CH:26]1([NH2:29])[CH2:28][CH2:27]1.ClCCl, predict the reaction product. The product is: [CH:26]1([NH:29][C:19]2[N:18]=[C:17]([C:16]3[C:8]([C:6]4[CH:5]=[CH:4][N:3]=[C:2]([F:1])[CH:7]=4)=[N:9][N:10]4[CH:15]=[CH:14][CH:13]=[CH:12][C:11]=34)[CH:22]=[CH:21][N:20]=2)[CH2:28][CH2:27]1.